This data is from Full USPTO retrosynthesis dataset with 1.9M reactions from patents (1976-2016). The task is: Predict the reactants needed to synthesize the given product. Given the product [C:18]([O:22][C:23]([NH:11][NH:10][C:4]1[CH:5]=[CH:6][C:7]([CH3:9])=[CH:8][C:3]=1[Cl:2])=[O:24])([CH3:21])([CH3:20])[CH3:19], predict the reactants needed to synthesize it. The reactants are: Cl.[Cl:2][C:3]1[CH:8]=[C:7]([CH3:9])[CH:6]=[CH:5][C:4]=1[NH:10][NH2:11].C([O-])([O-])=O.[K+].[K+].[C:18]([O:22][C:23](O[C:23]([O:22][C:18]([CH3:21])([CH3:20])[CH3:19])=[O:24])=[O:24])([CH3:21])([CH3:20])[CH3:19].